From a dataset of Reaction yield outcomes from USPTO patents with 853,638 reactions. Predict the reaction yield, written as a fraction of the theoretical maximum amount of product (1.0 means a 100% yield; for example, 0.34 means a 34% yield). The reactants are COC(OC)[N:4]([CH3:6])C.[Cl:9][C:10]1[CH:30]=[CH:29][C:13]([O:14][CH2:15][C:16]2[CH:21]=[CH:20][CH:19]=[CH:18][C:17]=2[C:22](=[N:26][O:27][CH3:28])[C:23]([NH2:25])=O)=[CH:12][CH:11]=1.[CH3:31][NH:32]N.C(O)(=O)C. The catalyst is CCOCC. The product is [CH3:28][O:27][N:26]=[C:22]([C:23]1[N:4]([CH3:6])[N:32]=[CH:31][N:25]=1)[C:17]1[CH:18]=[CH:19][CH:20]=[CH:21][C:16]=1[CH2:15][O:14][C:13]1[CH:29]=[CH:30][C:10]([Cl:9])=[CH:11][CH:12]=1. The yield is 0.579.